Dataset: NCI-60 drug combinations with 297,098 pairs across 59 cell lines. Task: Regression. Given two drug SMILES strings and cell line genomic features, predict the synergy score measuring deviation from expected non-interaction effect. (1) Drug 1: C1=CC(=CC=C1C#N)C(C2=CC=C(C=C2)C#N)N3C=NC=N3. Drug 2: C1CCC(C(C1)N)N.C(=O)(C(=O)[O-])[O-].[Pt+4]. Cell line: UACC-257. Synergy scores: CSS=3.76, Synergy_ZIP=0.0689, Synergy_Bliss=1.46, Synergy_Loewe=0.594, Synergy_HSA=0.886. (2) Drug 1: CS(=O)(=O)C1=CC(=C(C=C1)C(=O)NC2=CC(=C(C=C2)Cl)C3=CC=CC=N3)Cl. Drug 2: N.N.Cl[Pt+2]Cl. Synergy scores: CSS=7.05, Synergy_ZIP=-1.73, Synergy_Bliss=0.285, Synergy_Loewe=-1.20, Synergy_HSA=-0.440. Cell line: EKVX.